Dataset: In vitro SARS-CoV-2 activity screen of 1,480 approved drugs from Prestwick library. Task: Binary Classification. Given a drug SMILES string, predict its activity (active/inactive) in a high-throughput screening assay against a specified biological target. (1) The molecule is Cc1ccc(/C(=C\CN2CCCC2)c2ccccn2)cc1.Cl. The result is 0 (inactive). (2) The drug is NS(=O)(=O)c1cc(C(=O)NN2C[C@H]3[C@@H]4CC[C@@H](C4)[C@H]3C2)ccc1Cl. The result is 0 (inactive).